Dataset: Forward reaction prediction with 1.9M reactions from USPTO patents (1976-2016). Task: Predict the product of the given reaction. (1) Given the reactants Br[CH2:2][C:3](Br)=[O:4].[C:6]1([CH:12]2[C:20]3[C:15](=[CH:16][CH:17]=[CH:18][CH:19]=3)[CH:14]([NH2:21])[CH2:13]2)[CH:11]=[CH:10][CH:9]=[CH:8][CH:7]=1.[CH3:22][O:23][C:24]1[CH:25]=[C:26]([CH:43]=[CH:44][C:45]=1[O:46][CH3:47])[CH2:27][CH:28]1[C:34]2[CH:35]=[C:36]([O:41][CH3:42])[C:37]([O:39][CH3:40])=[CH:38][C:33]=2[CH2:32][CH2:31][CH2:30][NH:29]1, predict the reaction product. The product is: [CH3:22][O:23][C:24]1[CH:25]=[C:26]([CH:43]=[CH:44][C:45]=1[O:46][CH3:47])[CH2:27][CH:28]1[C:34]2[CH:35]=[C:36]([O:41][CH3:42])[C:37]([O:39][CH3:40])=[CH:38][C:33]=2[CH2:32][CH2:31][CH2:30][N:29]1[CH2:2][C:3]([NH:21][CH:14]1[C:15]2[C:20](=[CH:19][CH:18]=[CH:17][CH:16]=2)[CH:12]([C:6]2[CH:7]=[CH:8][CH:9]=[CH:10][CH:11]=2)[CH2:13]1)=[O:4]. (2) The product is: [ClH:2].[Cl:2][C:3]1[CH:8]=[CH:7][C:6]([C:9]2[C:14]([C@@H:15]3[CH2:17][C@H:16]3[NH2:18])=[CH:13][CH:12]=[C:11]([C:26]3[CH:31]=[CH:30][CH:29]=[C:28]([C:32]([F:35])([F:33])[F:34])[CH:27]=3)[N:10]=2)=[CH:5][CH:4]=1. Given the reactants Cl.[Cl:2][C:3]1[CH:8]=[CH:7][C:6]([C:9]2[C:14]([C@@H:15]3[CH2:17][C@H:16]3[NH:18]C(=O)OC(C)(C)C)=[CH:13][CH:12]=[C:11]([C:26]3[CH:31]=[CH:30][CH:29]=[C:28]([C:32]([F:35])([F:34])[F:33])[CH:27]=3)[N:10]=2)=[CH:5][CH:4]=1, predict the reaction product. (3) Given the reactants [Cl:1][C:2]1[CH:3]=[C:4]([CH:15]=[CH:16][C:17]=1[F:18])[O:5][C:6]1[N:14]=[CH:13][CH:12]=[CH:11][C:7]=1[C:8]([OH:10])=O.S(Cl)(Cl)=O.C(N(C(C)C)C(C)C)C.[CH3:32][C:33]1[CH:34]=[C:35]2[C:40](=[CH:41][CH:42]=1)[NH:39][CH2:38][CH2:37][CH2:36]2, predict the reaction product. The product is: [Cl:1][C:2]1[CH:3]=[C:4]([CH:15]=[CH:16][C:17]=1[F:18])[O:5][C:6]1[C:7]([C:8]([N:39]2[C:40]3[C:35](=[CH:34][C:33]([CH3:32])=[CH:42][CH:41]=3)[CH2:36][CH2:37][CH2:38]2)=[O:10])=[CH:11][CH:12]=[CH:13][N:14]=1. (4) Given the reactants [F:1][C:2]([F:20])([F:19])[C:3]1[CH:8]=[CH:7][C:6]([CH:9]([NH:11][C:12]([N:14]2[CH2:17][CH:16]([NH2:18])[CH2:15]2)=[O:13])[CH3:10])=[CH:5][CH:4]=1.[CH3:21][C:22]1[CH:27]=[CH:26][CH:25]=[CH:24][C:23]=1[CH2:28][C:29](=O)[CH3:30].C([BH3-])#N.[Na+].N, predict the reaction product. The product is: [F:20][C:2]([F:19])([F:1])[C:3]1[CH:4]=[CH:5][C:6]([CH:9]([NH:11][C:12]([N:14]2[CH2:15][CH:16]([NH:18][CH:29]([CH3:30])[CH2:28][C:23]3[CH:24]=[CH:25][CH:26]=[CH:27][C:22]=3[CH3:21])[CH2:17]2)=[O:13])[CH3:10])=[CH:7][CH:8]=1. (5) The product is: [C:1]12([CH2:11][C:12]([NH:14][C:15]3[CH:24]=[CH:23][CH:22]=[C:21]4[C:16]=3[CH:17]=[CH:18][C:19]([NH:34][CH2:33][CH2:32][NH2:35])=[N:20]4)=[O:13])[CH2:10][CH:5]3[CH2:6][CH:7]([CH2:9][CH:3]([CH2:4]3)[CH2:2]1)[CH2:8]2. Given the reactants [C:1]12([CH2:11][C:12]([NH:14][C:15]3[CH:24]=[CH:23][CH:22]=[C:21]4[C:16]=3[CH:17]=[CH:18][C:19](Cl)=[N:20]4)=[O:13])[CH2:10][CH:5]3[CH2:6][CH:7]([CH2:9][CH:3]([CH2:4]3)[CH2:2]1)[CH2:8]2.C(=O)([O-])[O-].[K+].[K+].[CH2:32]([NH2:35])[CH2:33][NH2:34], predict the reaction product.